From a dataset of Catalyst prediction with 721,799 reactions and 888 catalyst types from USPTO. Predict which catalyst facilitates the given reaction. Reactant: [Br:1][C:2]1[C:3](Cl)=[N:4][CH:5]=[C:6]([CH:21]=1)[C:7]([NH:9][C:10]1[CH:15]=[CH:14][C:13]([S:16][C:17]([F:20])([F:19])[F:18])=[CH:12][CH:11]=1)=[O:8].[NH:23]1[CH2:27][CH2:26][C@H:25]([OH:28])[CH2:24]1.CCN(C(C)C)C(C)C. Product: [Br:1][C:2]1[C:3]([N:23]2[CH2:27][CH2:26][C@H:25]([OH:28])[CH2:24]2)=[N:4][CH:5]=[C:6]([CH:21]=1)[C:7]([NH:9][C:10]1[CH:15]=[CH:14][C:13]([S:16][C:17]([F:20])([F:19])[F:18])=[CH:12][CH:11]=1)=[O:8]. The catalyst class is: 41.